From a dataset of Forward reaction prediction with 1.9M reactions from USPTO patents (1976-2016). Predict the product of the given reaction. (1) Given the reactants [C:1]([O:5][C:6]([N:8]1[CH2:16][C:15]2[C:10](=[CH:11][C:12](I)=[C:13]([Cl:17])[CH:14]=2)[CH2:9]1)=[O:7])([CH3:4])([CH3:3])[CH3:2].[NH:19]1[CH2:24][CH2:23][O:22][CH2:21][CH2:20]1, predict the reaction product. The product is: [C:1]([O:5][C:6]([N:8]1[CH2:16][C:15]2[C:10](=[CH:11][C:12]([N:19]3[CH2:24][CH2:23][O:22][CH2:21][CH2:20]3)=[C:13]([Cl:17])[CH:14]=2)[CH2:9]1)=[O:7])([CH3:4])([CH3:3])[CH3:2]. (2) Given the reactants [ClH:1].[NH2:2][C@@H:3]([C:25]1[CH:30]=[CH:29]C=C[CH:26]=1)[C:4]([N:6]([CH2:15][CH2:16][C:17]1[CH:22]=[CH:21][C:20]([F:23])=[C:19]([F:24])[CH:18]=1)[C:7]1[CH:12]=[CH:11][C:10]([CH3:13])=[C:9]([CH3:14])[CH:8]=1)=[O:5].C(OC(NC(C1C=C[S:45]C=1)C(O)=O)=O)(C)(C)C, predict the reaction product. The product is: [ClH:1].[NH2:2][CH:3]([C:25]1[CH:30]=[CH:29][S:45][CH:26]=1)[C:4]([N:6]([CH2:15][CH2:16][C:17]1[CH:22]=[CH:21][C:20]([F:23])=[C:19]([F:24])[CH:18]=1)[C:7]1[CH:12]=[CH:11][C:10]([CH3:13])=[C:9]([CH3:14])[CH:8]=1)=[O:5].